Dataset: Catalyst prediction with 721,799 reactions and 888 catalyst types from USPTO. Task: Predict which catalyst facilitates the given reaction. (1) Reactant: [F:1][C:2]1[CH:20]=[CH:19][CH:18]=[C:17]([F:21])[C:3]=1[CH2:4][O:5][C:6]1[C:7]([N+:14]([O-])=O)=[N:8][CH:9]=[C:10]([O:12][CH3:13])[CH:11]=1.Cl. Product: [F:1][C:2]1[CH:20]=[CH:19][CH:18]=[C:17]([F:21])[C:3]=1[CH2:4][O:5][C:6]1[C:7]([NH2:14])=[N:8][CH:9]=[C:10]([O:12][CH3:13])[CH:11]=1. The catalyst class is: 186. (2) Reactant: [Mg].Br[CH2:3][CH2:4][CH2:5][CH2:6]Br.[CH3:8][Si:9]([CH3:18])([CH3:17])[CH2:10][CH2:11][C:12]([O:14]CC)=O.[Cl-].[NH4+]. Product: [CH3:18][Si:9]([CH3:8])([CH3:17])[CH2:10][CH2:11][C:12]1([OH:14])[CH2:6][CH2:5][CH2:4][CH2:3]1. The catalyst class is: 1. (3) Reactant: [Br:1][C:2]1[CH:3]=[C:4]([O:9][CH2:10][CH3:11])[C:5]([CH3:8])=[N:6][CH:7]=1.C1C=C(Cl)C=C(C(OO)=[O:20])C=1. Product: [Br:1][C:2]1[CH:3]=[C:4]([O:9][CH2:10][CH3:11])[C:5]([CH3:8])=[N+:6]([O-:20])[CH:7]=1. The catalyst class is: 2. (4) The catalyst class is: 4. Reactant: [CH2:1]([O:8][C:9](=[O:30])[C@H:10]([CH2:19][C:20]1[CH:25]=[CH:24][C:23]([O:26][C:27](=[O:29])[CH3:28])=[CH:22][CH:21]=1)[NH:11]C(OC(C)(C)C)=O)[C:2]1[CH:7]=[CH:6][CH:5]=[CH:4][CH:3]=1.C([SiH](CC)CC)C.[F:38][C:39]([F:44])([F:43])[C:40]([OH:42])=[O:41]. Product: [F:38][C:39]([F:44])([F:43])[C:40]([OH:42])=[O:41].[CH2:1]([O:8][C:9](=[O:30])[C@H:10]([CH2:19][C:20]1[CH:21]=[CH:22][C:23]([O:26][C:27](=[O:29])[CH3:28])=[CH:24][CH:25]=1)[NH2:11])[C:2]1[CH:7]=[CH:6][CH:5]=[CH:4][CH:3]=1. (5) Reactant: [CH3:1][CH:2]([CH3:8])[CH2:3][S:4](Cl)(=[O:6])=[O:5].[C:9]([O:13][C:14]([NH:16][CH2:17][C@H:18]([N:23]1[CH2:28][CH2:27][NH:26][CH2:25][CH2:24]1)[C:19]([O:21][CH3:22])=[O:20])=[O:15])([CH3:12])([CH3:11])[CH3:10].C(N(CC)CC)C.O. Product: [C:9]([O:13][C:14]([NH:16][CH2:17][C@H:18]([N:23]1[CH2:24][CH2:25][N:26]([S:4]([CH2:3][CH:2]([CH3:8])[CH3:1])(=[O:6])=[O:5])[CH2:27][CH2:28]1)[C:19]([O:21][CH3:22])=[O:20])=[O:15])([CH3:12])([CH3:10])[CH3:11]. The catalyst class is: 4. (6) Reactant: [Cl:1][C:2]1[C:3]2[CH2:10][C:9](=[O:11])[NH:8][C:4]=2[N:5]=[CH:6][N:7]=1.[CH3:12][Si](C)(C)[N-][Si](C)(C)C.[Li+].CI. Product: [Cl:1][C:2]1[C:3]2[CH:10]([CH3:12])[C:9](=[O:11])[NH:8][C:4]=2[N:5]=[CH:6][N:7]=1. The catalyst class is: 1. (7) Reactant: [CH3:1][C:2]1[C:7]2[CH2:8][CH2:9][C:10]3[CH:15]=[CH:14][N:13]=[CH:12][C:11]=3[CH:16]([NH2:17])[C:6]=2[CH:5]=[CH:4][CH:3]=1.[C:18](=S)=[S:19].C(Cl)CCl. Product: [CH3:1][C:2]1[C:7]2[CH2:8][CH2:9][C:10]3[CH:15]=[CH:14][N:13]=[CH:12][C:11]=3[CH:16]([N:17]=[C:18]=[S:19])[C:6]=2[CH:5]=[CH:4][CH:3]=1. The catalyst class is: 1.